From a dataset of Catalyst prediction with 721,799 reactions and 888 catalyst types from USPTO. Predict which catalyst facilitates the given reaction. (1) Reactant: Cl.[NH2:2][CH2:3][CH2:4][CH2:5][C:6]([NH:8][C:9]1[CH:18]=[CH:17][C:16]([Cl:19])=[CH:15][C:10]=1[C:11]([O:13][CH3:14])=[O:12])=[O:7].[O:20]1[CH:24]=[CH:23][C:22]([C:25]2[CH:26]=[C:27]([CH:31]=[CH:32][CH:33]=2)[C:28](O)=[O:29])=[CH:21]1.Cl.C(N=C=NCCCN(C)C)C.ON1C2C=CC=CC=2N=N1. Product: [Cl:19][C:16]1[CH:17]=[CH:18][C:9]([NH:8][C:6](=[O:7])[CH2:5][CH2:4][CH2:3][NH:2][C:28]([C:27]2[CH:31]=[CH:32][CH:33]=[C:25]([C:22]3[CH:23]=[CH:24][O:20][CH:21]=3)[CH:26]=2)=[O:29])=[C:10]([CH:15]=1)[C:11]([O:13][CH3:14])=[O:12]. The catalyst class is: 675. (2) Reactant: [O:1]1[C:5]2[CH:6]=[CH:7][CH:8]=[CH:9][C:4]=2[N:3]=[C:2]1[NH:10][C:11]1[CH:16]=[C:15]([O:17]C)[CH:14]=[CH:13][C:12]=1[S:19]([NH:22][C:23]1[CH:24]=[CH:25][C:26]2[CH2:30][O:29][B:28]([OH:31])[C:27]=2[CH:32]=1)(=[O:21])=[O:20].B(Br)(Br)Br.O. Product: [O:1]1[C:5]2[CH:6]=[CH:7][CH:8]=[CH:9][C:4]=2[N:3]=[C:2]1[NH:10][C:11]1[CH:16]=[C:15]([OH:17])[CH:14]=[CH:13][C:12]=1[S:19]([NH:22][C:23]1[CH:24]=[CH:25][C:26]2[CH2:30][O:29][B:28]([OH:31])[C:27]=2[CH:32]=1)(=[O:20])=[O:21]. The catalyst class is: 4. (3) Reactant: [CH3:1][O:2][C:3]1[CH:8]=[CH:7][CH:6]=[C:5]([O:9][CH3:10])[C:4]=1[OH:11].N12CCCN=C1CCCC[CH2:13]2. Product: [CH3:10][O:9][C:5]1[C:4]([O:11][CH3:13])=[C:3]([O:2][CH3:1])[CH:8]=[CH:7][CH:6]=1. The catalyst class is: 161. (4) Reactant: [Br:1][C:2]1[CH:3]=[C:4]2[C:15](=O)[C:14]3[C:9](=[CH:10][CH:11]=[C:12]([I:17])[CH:13]=3)[O:8][C:5]2=[N:6][CH:7]=1.[I-].C[S+](C)C.C[C:24](C)([O-:26])C.[Li+].C[Si]([N:33]=[N+]=[N-])(C)C.[H-].[H-].[H-].[H-].[Li+].[Al+3].O.O.O.O.O.O.O.O.O.O.S([O-])([O-])(=O)=O.[Na+].[Na+]. Product: [NH2:33][C:15]1([CH2:24][OH:26])[C:4]2[C:5](=[N:6][CH:7]=[C:2]([Br:1])[CH:3]=2)[O:8][C:9]2[C:14]1=[CH:13][C:12]([I:17])=[CH:11][CH:10]=2. The catalyst class is: 16. (5) The catalyst class is: 13. Reactant: [Br:1][C:2]1[CH:3]=[N:4][C:5]([O:8][C:9]2[CH:23]=[CH:22][C:12]([O:13][CH:14]3[CH:19]4[CH2:20][CH2:21][N:16]([CH2:17][CH2:18]4)[CH2:15]3)=[CH:11][CH:10]=2)=[N:6][CH:7]=1.[F:24][C:25]([F:30])([F:29])[C:26]([OH:28])=[O:27]. Product: [F:24][C:25]([F:30])([F:29])[C:26]([OH:28])=[O:27].[Br:1][C:2]1[CH:7]=[N:6][C:5]([O:8][C:9]2[CH:10]=[CH:11][C:12]([O:13][CH:14]3[CH:19]4[CH2:18][CH2:17][N:16]([CH2:21][CH2:20]4)[CH2:15]3)=[CH:22][CH:23]=2)=[N:4][CH:3]=1. (6) Reactant: [O:1]1[CH:5]=[CH:4][C:3]([C:6]2[CH:11]=[C:10]([C:12]3[CH:16]=[CH:15][O:14][CH:13]=3)[N:9]=[CH:8][C:7]=2[OH:17])=[CH:2]1.[C:18]([C:20]1[CH:21]=[C:22]([S:27]([NH:30][C:31]2[S:32][CH:33]=[CH:34][N:35]=2)(=[O:29])=[O:28])[CH:23]=[CH:24][C:25]=1F)#[N:19].C([O-])([O-])=O.[Cs+].[Cs+]. Product: [C:18]([C:20]1[CH:21]=[C:22]([S:27]([NH:30][C:31]2[S:32][CH:33]=[CH:34][N:35]=2)(=[O:29])=[O:28])[CH:23]=[CH:24][C:25]=1[O:17][C:7]1[CH:8]=[N:9][C:10]([C:12]2[CH:16]=[CH:15][O:14][CH:13]=2)=[CH:11][C:6]=1[C:3]1[CH:4]=[CH:5][O:1][CH:2]=1)#[N:19]. The catalyst class is: 3. (7) Reactant: [O:1]=[C:2]1[CH:8]([S:9]([C:12]2[CH:19]=[CH:18][C:15]([CH:16]=O)=[CH:14][CH:13]=2)(=[O:11])=[O:10])[CH2:7][CH2:6][CH2:5][CH2:4][N:3]1[O:20][C:21]([C:34]1[CH:39]=[CH:38][CH:37]=[CH:36][CH:35]=1)([C:28]1[CH:33]=[CH:32][CH:31]=[CH:30][CH:29]=1)[C:22]1[CH:27]=[CH:26][CH:25]=[CH:24][CH:23]=1.[F:40][C:41]([F:51])([F:50])[C:42]1[CH:43]=[C:44]([NH2:49])[C:45]([NH2:48])=[CH:46][CH:47]=1.OS([O-])=O.[Na+]. Product: [F:40][C:41]([F:50])([F:51])[C:42]1[CH:47]=[CH:46][C:45]2[NH:48][C:16]([C:15]3[CH:14]=[CH:13][C:12]([S:9]([CH:8]4[CH2:7][CH2:6][CH2:5][CH2:4][N:3]([O:20][C:21]([C:34]5[CH:39]=[CH:38][CH:37]=[CH:36][CH:35]=5)([C:28]5[CH:33]=[CH:32][CH:31]=[CH:30][CH:29]=5)[C:22]5[CH:27]=[CH:26][CH:25]=[CH:24][CH:23]=5)[C:2]4=[O:1])(=[O:11])=[O:10])=[CH:19][CH:18]=3)=[N:49][C:44]=2[CH:43]=1. The catalyst class is: 14.